This data is from Catalyst prediction with 721,799 reactions and 888 catalyst types from USPTO. The task is: Predict which catalyst facilitates the given reaction. (1) Reactant: [CH:1]1[C:14]2[C:5](=[CH:6][C:7]3[C:12]([C:13]=2[C:15]2[C:24]4[C:19](=[CH:20][CH:21]=[CH:22][CH:23]=4)[C:18]([OH:25])=[CH:17][CH:16]=2)=[CH:11][CH:10]=[CH:9][CH:8]=3)[CH:4]=[CH:3][CH:2]=1.N1C=CC=CC=1.[F:32][C:33]([F:46])([F:45])[S:34](O[S:34]([C:33]([F:46])([F:45])[F:32])(=[O:36])=[O:35])(=[O:36])=[O:35]. Product: [F:32][C:33]([F:46])([F:45])[S:34]([O:25][C:18]1[C:19]2[C:24](=[CH:23][CH:22]=[CH:21][CH:20]=2)[C:15]([C:13]2[C:14]3[C:5]([CH:6]=[C:7]4[C:12]=2[CH:11]=[CH:10][CH:9]=[CH:8]4)=[CH:4][CH:3]=[CH:2][CH:1]=3)=[CH:16][CH:17]=1)(=[O:36])=[O:35]. The catalyst class is: 6. (2) Reactant: COP([CH2:7][C:8]([O:10][CH3:11])=[O:9])(OC)=O.[H-].[Na+].[C:14]1(=[O:28])[N:18]([CH2:19][C:20](=O)[CH3:21])[C:17](=[O:23])[C:16]2=[CH:24][CH:25]=[CH:26][CH:27]=[C:15]12.O. Product: [O:23]=[C:17]1[C:16]2[C:15](=[CH:27][CH:26]=[CH:25][CH:24]=2)[C:14](=[O:28])[N:18]1[CH2:19][C:20]([CH3:21])=[CH:7][C:8]([O:10][CH3:11])=[O:9]. The catalyst class is: 9. (3) Reactant: C([O-])(=O)C.[NH4+:5].[F:6][C:7]1[CH:12]=[CH:11][C:10]([N:13]([C:18]2O[C:20](/[CH:23]=[CH:24]/[C:25]3[CH:30]=[CH:29][C:28]([N:31]4[CH:35]=[C:34]([CH3:36])[N:33]=[CH:32]4)=[C:27]([O:37][CH3:38])[CH:26]=3)=[N:21][N:22]=2)[C:14](=[O:17])[CH:15]=[CH2:16])=[CH:9][CH:8]=1. Product: [F:6][C:7]1[CH:12]=[CH:11][C:10]([N:13]2[C:14](=[O:17])[CH2:15][CH2:16][N:5]3[C:20](/[CH:23]=[CH:24]/[C:25]4[CH:30]=[CH:29][C:28]([N:31]5[CH:35]=[C:34]([CH3:36])[N:33]=[CH:32]5)=[C:27]([O:37][CH3:38])[CH:26]=4)=[N:21][N:22]=[C:18]23)=[CH:9][CH:8]=1. The catalyst class is: 15. (4) The catalyst class is: 388. Product: [O:1]([C:8]1[CH:9]=[C:10]2[C:15](=[CH:16][CH:17]=1)[O:14][CH:13]([C:18]1[CH:23]=[CH:22][CH:21]=[CH:20][CH:19]=1)[CH2:12]/[C:11]/2=[N:31]/[C:30]#[N:29])[C:2]1[CH:7]=[CH:6][CH:5]=[CH:4][CH:3]=1. Reactant: [O:1]([C:8]1[CH:9]=[C:10]2[C:15](=[CH:16][CH:17]=1)[O:14][CH:13]([C:18]1[CH:23]=[CH:22][CH:21]=[CH:20][CH:19]=1)[CH2:12][C:11]2=O)[C:2]1[CH:7]=[CH:6][CH:5]=[CH:4][CH:3]=1.C[Si]([N:29]=[C:30]=[N:31][Si](C)(C)C)(C)C. (5) Reactant: C([O:3][P:4]([CH2:9][CH2:10][CH2:11][NH:12][C:13](=[O:33])[CH2:14][N:15]1[C:24]2[C:19]([C:20](=[O:26])[NH:21][C:22](=[O:25])[N:23]=2)=[N:18][C:17]2[CH:27]=[C:28]([CH3:32])[C:29]([CH3:31])=[CH:30][C:16]1=2)(=[O:8])[O:5]CC)C.C[Si](Br)(C)C. Product: [CH3:32][C:28]1[C:29]([CH3:31])=[CH:30][C:16]2[N:15]([CH2:14][C:13]([NH:12][CH2:11][CH2:10][CH2:9][P:4](=[O:3])([OH:8])[OH:5])=[O:33])[C:24]3[C:19]([C:20](=[O:26])[NH:21][C:22](=[O:25])[N:23]=3)=[N:18][C:17]=2[CH:27]=1. The catalyst class is: 2.